This data is from Reaction yield outcomes from USPTO patents with 853,638 reactions. The task is: Predict the reaction yield, written as a fraction of the theoretical maximum amount of product (1.0 means a 100% yield; for example, 0.34 means a 34% yield). (1) The product is [CH3:7][N:6]1[C:2]([N:11]2[CH2:16][CH2:15][O:14][CH:13]([CH2:17][NH:18][C:19](=[O:25])[O:20][C:21]([CH3:23])([CH3:22])[CH3:24])[CH2:12]2)=[C:3]([N+:8]([O-:10])=[O:9])[CH:4]=[N:5]1. The reactants are Cl[C:2]1[N:6]([CH3:7])[N:5]=[CH:4][C:3]=1[N+:8]([O-:10])=[O:9].[NH:11]1[CH2:16][CH2:15][O:14][CH:13]([CH2:17][NH:18][C:19](=[O:25])[O:20][C:21]([CH3:24])([CH3:23])[CH3:22])[CH2:12]1. No catalyst specified. The yield is 0.930. (2) The product is [Br:1][C:2]1[CH:23]=[CH:22][C:5]2[C:6]([CH:9]([C:15]3[CH:20]=[CH:19][C:18]([Cl:21])=[CH:17][CH:16]=3)[CH2:10][NH:11][C:43](=[O:44])[O:45][C:46]([CH3:47])([CH3:48])[CH3:49])=[N:7][S:8][C:4]=2[CH:3]=1. The yield is 0.770. The reactants are [Br:1][C:2]1[CH:23]=[CH:22][C:5]2[C:6]([CH:9]([C:15]3[CH:20]=[CH:19][C:18]([Cl:21])=[CH:17][CH:16]=3)[CH2:10][NH:11]CC=C)=[N:7][S:8][C:4]=2[CH:3]=1.CN1C(=O)CC(=O)N(C)C1=O.[CH3:47][C:46]([O:45][C:43](O[C:43]([O:45][C:46]([CH3:49])([CH3:48])[CH3:47])=[O:44])=[O:44])([CH3:49])[CH3:48].CCN(CC)CC. The catalyst is C1C=CC([P]([Pd]([P](C2C=CC=CC=2)(C2C=CC=CC=2)C2C=CC=CC=2)([P](C2C=CC=CC=2)(C2C=CC=CC=2)C2C=CC=CC=2)[P](C2C=CC=CC=2)(C2C=CC=CC=2)C2C=CC=CC=2)(C2C=CC=CC=2)C2C=CC=CC=2)=CC=1.C(Cl)Cl. (3) The reactants are C(NC(C)C)(C)C.C([Li])CCC.[CH3:13][N:14]([CH3:17])[N:15]=O.[F:18][C:19]1[CH:26]=[CH:25][CH:24]=[CH:23][C:20]=1[C:21]#[N:22]. The product is [F:18][C:19]1[CH:26]=[CH:25][CH:24]=[CH:23][C:20]=1[C:21]1[N:22]=[N:15][N:14]([CH3:17])[CH:13]=1. The catalyst is C1COCC1. The yield is 0.441. (4) The reactants are [N:1]1[CH:6]=[CH:5][CH:4]=[CH:3][C:2]=1[O:7][CH:8]([C:20]1[CH:25]=[CH:24][C:23]([C:26]([F:29])([F:28])[F:27])=[CH:22][CH:21]=1)[CH:9]1[CH2:14][CH2:13][N:12]([CH:15]([CH3:19])[CH2:16][CH2:17][NH2:18])[CH2:11][CH2:10]1.[CH3:30][C:31]1[CH:39]=[C:38]([C:40]2[CH:45]=[CH:44][N:43]=[CH:42][CH:41]=2)[CH:37]=[C:36]([CH3:46])[C:32]=1[C:33](O)=[O:34]. No catalyst specified. The product is [CH3:46][C:36]1[CH:37]=[C:38]([C:40]2[CH:45]=[CH:44][N:43]=[CH:42][CH:41]=2)[CH:39]=[C:31]([CH3:30])[C:32]=1[C:33]([NH:18][CH2:17][CH2:16][CH:15]([N:12]1[CH2:11][CH2:10][CH:9]([CH:8]([O:7][C:2]2[CH:3]=[CH:4][CH:5]=[CH:6][N:1]=2)[C:20]2[CH:25]=[CH:24][C:23]([C:26]([F:29])([F:27])[F:28])=[CH:22][CH:21]=2)[CH2:14][CH2:13]1)[CH3:19])=[O:34]. The yield is 0.500.